This data is from Reaction yield outcomes from USPTO patents with 853,638 reactions. The task is: Predict the reaction yield, written as a fraction of the theoretical maximum amount of product (1.0 means a 100% yield; for example, 0.34 means a 34% yield). The reactants are C(OC(=O)[N:7]([S:13]([C:16]1[CH:21]=[C:20]([Cl:22])[C:19]([O:23][C@H:24]2[CH2:28][CH2:27][CH2:26][C@@H:25]2[C:29]2[N:33]([CH2:34][CH3:35])[N:32]=[CH:31][CH:30]=2)=[CH:18][C:17]=1[F:36])(=[O:15])=[O:14])[C:8]1[N:9]=[CH:10][S:11][CH:12]=1)(C)(C)C.FC(F)(F)C(O)=O. The catalyst is ClCCl. The product is [Cl:22][C:20]1[C:19]([O:23][C@H:24]2[CH2:28][CH2:27][CH2:26][C@@H:25]2[C:29]2[N:33]([CH2:34][CH3:35])[N:32]=[CH:31][CH:30]=2)=[CH:18][C:17]([F:36])=[C:16]([S:13]([NH:7][C:8]2[N:9]=[CH:10][S:11][CH:12]=2)(=[O:15])=[O:14])[CH:21]=1. The yield is 0.680.